Dataset: Full USPTO retrosynthesis dataset with 1.9M reactions from patents (1976-2016). Task: Predict the reactants needed to synthesize the given product. (1) Given the product [CH2:24]([C@H:15]([NH:14][C:9]([C:7]1[NH:6][C:5]2[S:12][C:2]([Cl:1])=[CH:3][C:4]=2[CH:8]=1)=[O:11])[C:16]([N:18]1[CH2:23][CH2:22][O:21][CH2:20][CH2:19]1)=[O:17])[C:25]1[CH:30]=[CH:29][CH:28]=[CH:27][CH:26]=1, predict the reactants needed to synthesize it. The reactants are: [Cl:1][C:2]1[S:12][C:5]2[NH:6][C:7]([C:9]([OH:11])=O)=[CH:8][C:4]=2[CH:3]=1.Cl.[NH2:14][C@@H:15]([CH2:24][C:25]1[CH:30]=[CH:29][CH:28]=[CH:27][CH:26]=1)[C:16]([N:18]1[CH2:23][CH2:22][O:21][CH2:20][CH2:19]1)=[O:17].O.[O-]S([O-])(=O)=O.[Mg+2]. (2) Given the product [O:20]1[C:25]2[CH:26]=[CH:27][CH:28]=[C:29]([C:2]3[N:7]=[CH:6][N:5]=[C:4]([NH:8][C:9]4[CH:14]=[CH:13][CH:12]=[C:11]([CH2:15][S:16]([CH3:19])(=[O:18])=[O:17])[CH:10]=4)[N:3]=3)[C:24]=2[O:23][CH2:22][CH2:21]1, predict the reactants needed to synthesize it. The reactants are: Cl[C:2]1[N:7]=[CH:6][N:5]=[C:4]([NH:8][C:9]2[CH:14]=[CH:13][CH:12]=[C:11]([CH2:15][S:16]([CH3:19])(=[O:18])=[O:17])[CH:10]=2)[N:3]=1.[O:20]1[C:25]2[CH:26]=[CH:27][CH:28]=[C:29](B(O)O)[C:24]=2[O:23][CH2:22][CH2:21]1. (3) Given the product [F:1][C:2]1[CH:18]=[CH:17][C:5]2[CH2:6][CH2:7][N:8]([C:11](=[O:16])[C:12]([F:15])([F:13])[F:14])[CH2:9][CH2:10][C:4]=2[C:3]=1[O:19][S:22]([C:21]([F:34])([F:33])[F:20])(=[O:24])=[O:23], predict the reactants needed to synthesize it. The reactants are: [F:1][C:2]1[CH:18]=[CH:17][C:5]2[CH2:6][CH2:7][N:8]([C:11](=[O:16])[C:12]([F:15])([F:14])[F:13])[CH2:9][CH2:10][C:4]=2[C:3]=1[OH:19].[F:20][C:21]([F:34])([F:33])[S:22](O[S:22]([C:21]([F:34])([F:33])[F:20])(=[O:24])=[O:23])(=[O:24])=[O:23]. (4) Given the product [C:1]([OH:20])(=[O:19])[CH2:2][CH2:3][CH2:4][CH2:5][CH2:6][CH2:7][CH2:8]/[CH:9]=[CH:10]\[C:11]#[C:12][CH2:13][CH2:14][CH2:15][CH2:16][CH2:17][CH3:18], predict the reactants needed to synthesize it. The reactants are: [C:1]([O:20]C)(=[O:19])[CH2:2][CH2:3][CH2:4][CH2:5][CH2:6][CH2:7][CH2:8]/[CH:9]=[CH:10]\[C:11]#[C:12][CH2:13][CH2:14][CH2:15][CH2:16][CH2:17][CH3:18].[OH-].[Na+]. (5) Given the product [Cl:23][C:17]1[C:14]2[C:15]3[NH:16][CH:3]([C:4]4[CH:5]=[CH:6][CH:7]=[CH:8][CH:9]=4)[CH2:2][C:1](=[O:10])[C:11]=3[O:12][C:13]=2[CH:20]=[CH:19][C:18]=1[O:21][CH3:22], predict the reactants needed to synthesize it. The reactants are: [C:1]([C:11]1[O:12][C:13]2[CH:20]=[CH:19][C:18]([O:21][CH3:22])=[C:17]([Cl:23])[C:14]=2[C:15]=1[NH2:16])(=[O:10])[CH:2]=[CH:3][C:4]1[CH:9]=[CH:8][CH:7]=[CH:6][CH:5]=1.O.